This data is from Full USPTO retrosynthesis dataset with 1.9M reactions from patents (1976-2016). The task is: Predict the reactants needed to synthesize the given product. (1) Given the product [CH2:5]([N:12]1[CH2:17][CH2:16][CH:15]([CH2:18][C:19]2[N:23]=[C:22]([CH:24]=[CH:25][C:26]3[CH:27]=[C:28]([OH:34])[C:29]([OH:32])=[CH:30][CH:31]=3)[O:21][N:20]=2)[CH2:14][CH2:13]1)[C:6]1[CH:11]=[CH:10][CH:9]=[CH:8][CH:7]=1, predict the reactants needed to synthesize it. The reactants are: B(Br)(Br)Br.[CH2:5]([N:12]1[CH2:17][CH2:16][CH:15]([CH2:18][C:19]2[N:23]=[C:22]([CH:24]=[CH:25][C:26]3[CH:31]=[CH:30][C:29]([O:32]C)=[C:28]([O:34]C)[CH:27]=3)[O:21][N:20]=2)[CH2:14][CH2:13]1)[C:6]1[CH:11]=[CH:10][CH:9]=[CH:8][CH:7]=1. (2) Given the product [N:1]1([CH2:5][C@@H:6]([NH:7][C:17]2[C:18]3[CH:26]=[CH:25][CH:24]=[C:23]([C:27]([NH2:29])=[O:28])[C:19]=3[N:20]=[N:21][N:22]=2)[C:8]2[CH:13]=[CH:12][C:11]([Cl:14])=[C:10]([Cl:15])[CH:9]=2)[CH2:4][CH2:3][CH2:2]1, predict the reactants needed to synthesize it. The reactants are: [N:1]1([CH2:5][C@H:6]([C:8]2[CH:13]=[CH:12][C:11]([Cl:14])=[C:10]([Cl:15])[CH:9]=2)[NH2:7])[CH2:4][CH2:3][CH2:2]1.O[C:17]1[C:18]2[CH:26]=[CH:25][CH:24]=[C:23]([C:27]([NH2:29])=[O:28])[C:19]=2[N:20]=[N:21][N:22]=1. (3) Given the product [NH2:1][C:4]1[CH:5]=[CH:6][C:7]2[C:11]3[CH:12]=[CH:13][CH:14]=[CH:15][C:10]=3[S:9](=[O:17])(=[O:16])[C:8]=2[CH:18]=1, predict the reactants needed to synthesize it. The reactants are: [N+:1]([C:4]1[CH:5]=[CH:6][C:7]2[C:11]3[CH:12]=[CH:13][CH:14]=[CH:15][C:10]=3[S:9](=[O:17])(=[O:16])[C:8]=2[CH:18]=1)([O-])=O.C(O)CC.Cl.[Sn]. (4) Given the product [C:27]([NH:31][S:32]([C:35]1[CH:40]=[C:39]([C:2]2[CH:7]=[CH:6][CH:5]=[C:4]([C:8]3[N:13]=[C:12]([CH:14]([F:15])[F:16])[CH:11]=[C:10]([C:17]4[CH:18]=[N:19][C:20]([C:23]([F:25])([F:26])[F:24])=[CH:21][CH:22]=4)[N:9]=3)[CH:3]=2)[CH:38]=[CH:37][CH:36]=1)(=[O:34])=[O:33])([CH3:30])([CH3:28])[CH3:29], predict the reactants needed to synthesize it. The reactants are: Br[C:2]1[CH:3]=[C:4]([C:8]2[N:13]=[C:12]([CH:14]([F:16])[F:15])[CH:11]=[C:10]([C:17]3[CH:18]=[N:19][C:20]([C:23]([F:26])([F:25])[F:24])=[CH:21][CH:22]=3)[N:9]=2)[CH:5]=[CH:6][CH:7]=1.[C:27]([NH:31][S:32]([C:35]1[CH:36]=[C:37](B(O)O)[CH:38]=[CH:39][CH:40]=1)(=[O:34])=[O:33])([CH3:30])([CH3:29])[CH3:28]. (5) Given the product [ClH:25].[F:20][C:17]1[CH:18]=[CH:19][C:14]([O:13][C@H:11]2[CH2:12][C@H:9]([NH2:5])[CH2:10]2)=[CH:15][C:16]=1[C:21]([F:22])([F:23])[F:24], predict the reactants needed to synthesize it. The reactants are: CC([N:5]([C@H:9]1[CH2:12][C@H:11]([O:13][C:14]2[CH:19]=[CH:18][C:17]([F:20])=[C:16]([C:21]([F:24])([F:23])[F:22])[CH:15]=2)[CH2:10]1)C(=O)[O-])(C)C.[ClH:25]. (6) Given the product [Cl:42][C:2]1[N:34]=[C:5]2[C:6]([C:24]3[CH:29]=[CH:28][CH:27]=[C:26]([C:30]([F:33])([F:32])[F:31])[CH:25]=3)=[C:7]([CH3:23])[C:8]([C:10]3[N:14]([C:15]4[CH:22]=[CH:21][C:18]([C:19]#[N:20])=[CH:17][CH:16]=4)[N:13]=[CH:12][CH:11]=3)=[CH:9][N:4]2[N:3]=1, predict the reactants needed to synthesize it. The reactants are: N[C:2]1[N:34]=[C:5]2[C:6]([C:24]3[CH:29]=[CH:28][CH:27]=[C:26]([C:30]([F:33])([F:32])[F:31])[CH:25]=3)=[C:7]([CH3:23])[C:8]([C:10]3[N:14]([C:15]4[CH:22]=[CH:21][C:18]([C:19]#[N:20])=[CH:17][CH:16]=4)[N:13]=[CH:12][CH:11]=3)=[CH:9][N:4]2[N:3]=1.BrC1C(C)=C(C2C=CC=C(C(F)(F)F)C=2)C([Cl:42])=NC=1.